Dataset: Cav3 T-type calcium channel HTS with 100,875 compounds. Task: Binary Classification. Given a drug SMILES string, predict its activity (active/inactive) in a high-throughput screening assay against a specified biological target. The drug is S(=O)(=O)(NCc1nc(sc1)c1ccccc1)c1sc(CC)cc1. The result is 1 (active).